This data is from Forward reaction prediction with 1.9M reactions from USPTO patents (1976-2016). The task is: Predict the product of the given reaction. (1) Given the reactants [Cl:1][C:2]1[CH:7]=[C:6]([CH2:8][N:9]2[C:15](=[O:16])[CH:14]([NH:17][C:18](=[O:37])[C@@H:19]([C@H:22]3[C@@H:27]([OH:28])[C@@H:26](/[CH:29]=[CH:30]/[C:31]([CH3:34])([CH3:33])[CH3:32])[O:25]C(C)(C)[O:23]3)[O:20][CH3:21])[CH2:13][S:12][CH2:11][CH2:10]2)[CH:5]=[C:4]([Cl:38])[N:3]=1.Cl.[OH-].[Na+], predict the reaction product. The product is: [Cl:38][C:4]1[CH:5]=[C:6]([CH2:8][N:9]2[C:15](=[O:16])[CH:14]([NH:17][C:18](=[O:37])[C@H:19]([O:20][CH3:21])[C@H:22]([OH:23])[C@@H:27]([OH:28])[C@H:26]([OH:25])/[CH:29]=[CH:30]/[C:31]([CH3:34])([CH3:32])[CH3:33])[CH2:13][S:12][CH2:11][CH2:10]2)[CH:7]=[C:2]([Cl:1])[N:3]=1. (2) Given the reactants C[O:2][C:3](=[O:32])[CH2:4][CH2:5][C:6]([NH:8][CH2:9][C:10]1[CH:31]=[CH:30][C:13]2[NH:14][C:15]3[S:16][C:17]([CH3:29])=[CH:18][C:19]=3[C:20]([N:22]3[CH2:27][CH2:26][N:25]([CH3:28])[CH2:24][CH2:23]3)=[N:21][C:12]=2[CH:11]=1)=[O:7].[Li+].[OH-].Cl, predict the reaction product. The product is: [CH3:29][C:17]1[S:16][C:15]2[NH:14][C:13]3[CH:30]=[CH:31][C:10]([CH2:9][NH:8][C:6](=[O:7])[CH2:5][CH2:4][C:3]([OH:32])=[O:2])=[CH:11][C:12]=3[N:21]=[C:20]([N:22]3[CH2:27][CH2:26][N:25]([CH3:28])[CH2:24][CH2:23]3)[C:19]=2[CH:18]=1. (3) Given the reactants Cl[C:2]1[C:11]2=[N:12][N:13](CC3C=CC(OC)=CC=3)[CH:14]=[C:10]2[C:9]2[CH:8]=[CH:7][CH:6]=[CH:5][C:4]=2[N:3]=1.[CH3:24][N:25]1[CH2:31][CH2:30][CH2:29][N:28]([C:32]2[CH:38]=[CH:37][C:35]([NH2:36])=[CH:34][CH:33]=2)[CH2:27][CH2:26]1.Cl, predict the reaction product. The product is: [CH3:24][N:25]1[CH2:31][CH2:30][CH2:29][N:28]([C:32]2[CH:38]=[CH:37][C:35]([NH:36][C:2]3[C:11]4=[N:12][NH:13][CH:14]=[C:10]4[C:9]4[CH:8]=[CH:7][CH:6]=[CH:5][C:4]=4[N:3]=3)=[CH:34][CH:33]=2)[CH2:27][CH2:26]1.